This data is from Forward reaction prediction with 1.9M reactions from USPTO patents (1976-2016). The task is: Predict the product of the given reaction. Given the reactants [CH2:1]([O:3][C:4](=[O:23])[CH2:5][CH:6]1[CH2:11][CH2:10][CH:9]([CH:12]2[CH2:17][CH2:16][CH:15]([CH2:18][CH2:19][CH2:20][CH2:21][CH3:22])[CH2:14][CH2:13]2)[CH2:8][CH2:7]1)C.C([N-]C(C)C)(C)C.[Li+].CN(C)P(N(C)C)(N(C)C)=O.[C:43](Cl)(=[O:46])[O:44]C.[Cl-].[NH4+], predict the reaction product. The product is: [CH3:1][O:3][C:4](=[O:23])[CH:5]([CH:6]1[CH2:11][CH2:10][CH:9]([CH:12]2[CH2:17][CH2:16][CH:15]([CH2:18][CH2:19][CH2:20][CH2:21][CH3:22])[CH2:14][CH2:13]2)[CH2:8][CH2:7]1)[C:43]([OH:46])=[O:44].